From a dataset of Forward reaction prediction with 1.9M reactions from USPTO patents (1976-2016). Predict the product of the given reaction. (1) Given the reactants I[C:2]1[N:3]=[CH:4][N:5]2[CH:9]=[CH:8][S:7][C:6]=12.[N:10]1[CH:15]=[CH:14][C:13]([CH:16]=[O:17])=[CH:12][CH:11]=1, predict the reaction product. The product is: [N:10]1[CH:15]=[CH:14][C:13]([CH:16]([OH:17])[C:2]2[N:3]=[CH:4][N:5]3[CH:9]=[CH:8][S:7][C:6]=23)=[CH:12][CH:11]=1. (2) Given the reactants [NH2:1][C:2]1[CH:7]=[C:6]([C:8]([CH3:11])([CH3:10])[CH3:9])[CH:5]=[CH:4][C:3]=1[OH:12].[Cl:13][C:14]1[CH:22]=[CH:21][C:20]([N+:23]([O-:25])=[O:24])=[CH:19][C:15]=1[C:16](Cl)=O, predict the reaction product. The product is: [C:8]([C:6]1[CH:5]=[CH:4][C:3]2[O:12][C:16]([C:15]3[CH:19]=[C:20]([N+:23]([O-:25])=[O:24])[CH:21]=[CH:22][C:14]=3[Cl:13])=[N:1][C:2]=2[CH:7]=1)([CH3:9])([CH3:11])[CH3:10]. (3) The product is: [C:5]([NH:13][C:14]1[CH:23]=[C:22](/[CH:24]=[CH:25]/[C:26]2[CH:31]=[CH:30][CH:29]=[CH:28][CH:27]=2)[CH:21]=[CH:20][C:15]=1[C:16]([OH:18])=[O:17])(=[O:12])[C:6]1[CH:7]=[CH:8][CH:9]=[CH:10][CH:11]=1. Given the reactants [OH-].[Na+].CO.[C:5]([NH:13][C:14]1[CH:23]=[C:22](/[CH:24]=[CH:25]/[C:26]2[CH:31]=[CH:30][CH:29]=[CH:28][CH:27]=2)[CH:21]=[CH:20][C:15]=1[C:16]([O:18]C)=[O:17])(=[O:12])[C:6]1[CH:11]=[CH:10][CH:9]=[CH:8][CH:7]=1, predict the reaction product. (4) Given the reactants [CH2:1]([NH:4][C:5]([N:7]([CH2:16][C:17]1[CH:22]=[CH:21][CH:20]=[CH:19][CH:18]=1)[NH:8]C(OC(C)(C)C)=O)=[O:6])[CH2:2][CH3:3].[CH3:23][S:24]([OH:27])(=[O:26])=[O:25], predict the reaction product. The product is: [CH3:23][S:24]([OH:27])(=[O:26])=[O:25].[CH2:1]([NH:4][C:5]([N:7]([CH2:16][C:17]1[CH:18]=[CH:19][CH:20]=[CH:21][CH:22]=1)[NH2:8])=[O:6])[CH2:2][CH3:3].